This data is from Catalyst prediction with 721,799 reactions and 888 catalyst types from USPTO. The task is: Predict which catalyst facilitates the given reaction. Reactant: [CH3:1][O:2][CH2:3][N:4]1[C:9]2[CH:10]=[C:11]([CH2:14][NH:15][C:16]3[CH:17]=[N:18][CH:19]=[CH:20][CH:21]=3)[CH:12]=[CH:13][C:8]=2[S:7][C:6]2[N:22]=[CH:23][CH:24]=[N:25][C:5]1=2.N1C=CC=CC=1.[CH2:32]([N:34]=[C:35]=[O:36])[CH3:33].[Cl-].[Na+]. Product: [CH3:1][O:2][CH2:3][N:4]1[C:9]2[CH:10]=[C:11]([CH2:14][N:15]([C:16]3[CH:17]=[N:18][CH:19]=[CH:20][CH:21]=3)[C:35]([NH:34][CH2:32][CH3:33])=[O:36])[CH:12]=[CH:13][C:8]=2[S:7][C:6]2[N:22]=[CH:23][CH:24]=[N:25][C:5]1=2. The catalyst class is: 11.